Dataset: Forward reaction prediction with 1.9M reactions from USPTO patents (1976-2016). Task: Predict the product of the given reaction. (1) The product is: [CH3:17][O:16][C:13]1[CH:14]=[C:15]2[C:10]([CH2:9][CH2:8][NH:6][C:7]2=[O:24])=[CH:11][CH:12]=1. Given the reactants CS(O/[N:6]=[C:7]1\[CH2:8][CH2:9][C:10]2[C:15]\1=[CH:14][C:13]([O:16][CH3:17])=[CH:12][CH:11]=2)(=O)=O.B(F)(F)F.CS(Cl)(=O)=[O:24].C(Cl)Cl, predict the reaction product. (2) Given the reactants Cl[C:2]1[CH:7]=[C:6]([NH:8][C:9]2[C:18]([F:19])=[CH:17][CH:16]=[CH:15][C:10]=2[C:11]([NH:13][CH3:14])=[O:12])[C:5]([Cl:20])=[CH:4][N:3]=1.[CH2:21]([N:23]1[C:27]([NH2:28])=[CH:26][C:25]([CH3:29])=[N:24]1)[CH3:22].C(=O)([O-])[O-].[Cs+].[Cs+], predict the reaction product. The product is: [Cl:20][C:5]1[C:6]([NH:8][C:9]2[C:18]([F:19])=[CH:17][CH:16]=[CH:15][C:10]=2[C:11]([NH:13][CH3:14])=[O:12])=[CH:7][C:2]([NH:28][C:27]2[N:23]([CH2:21][CH3:22])[N:24]=[C:25]([CH3:29])[CH:26]=2)=[N:3][CH:4]=1.